This data is from In vitro SARS-CoV-2 activity screen of 1,480 approved drugs from Prestwick library. The task is: Binary Classification. Given a drug SMILES string, predict its activity (active/inactive) in a high-throughput screening assay against a specified biological target. (1) The compound is CC(C)(Sc1cc(C(C)(C)C)c(O)c(C(C)(C)C)c1)Sc1cc(C(C)(C)C)c(O)c(C(C)(C)C)c1. The result is 0 (inactive). (2) The compound is COc1ccc2c(c1)c(CC(=O)OCC(=O)O)c(C)n2C(=O)c1ccc(Cl)cc1. The result is 0 (inactive).